Dataset: Forward reaction prediction with 1.9M reactions from USPTO patents (1976-2016). Task: Predict the product of the given reaction. (1) Given the reactants [CH3:1][O:2][CH2:3][C:4]1([C:8]([N:10]2[CH2:16][C:15]3[CH:17]=[CH:18][C:19]([C:21](OC)=[O:22])=[CH:20][C:14]=3[O:13][CH2:12][C@@H:11]2[CH3:25])=[O:9])[CH2:7]CC1.[OH-:26].[Na+].[NH2:28]O.C1[CH2:34][O:33]CC1.CO, predict the reaction product. The product is: [OH:26][NH:28][C:21]([C:19]1[CH:18]=[CH:17][C:15]2[CH2:16][N:10]([C:8]([C:4]3([CH2:3][O:2][CH3:1])[CH2:34][O:33][CH2:7]3)=[O:9])[C@@H:11]([CH3:25])[CH2:12][O:13][C:14]=2[CH:20]=1)=[O:22]. (2) Given the reactants [Cl:1][C:2]1[N:7]=[C:6]([NH2:8])[CH:5]=[C:4]([CH3:9])[CH:3]=1.CCN(CC)CC.[F:17][C:18]1([F:33])[O:22][C:21]2[CH:23]=[CH:24][C:25]([C:27]3([C:30](Cl)=[O:31])[CH2:29][CH2:28]3)=[CH:26][C:20]=2[O:19]1, predict the reaction product. The product is: [Cl:1][C:2]1[N:7]=[C:6]([NH:8][C:30]([C:27]2([C:25]3[CH:24]=[CH:23][C:21]4[O:22][C:18]([F:33])([F:17])[O:19][C:20]=4[CH:26]=3)[CH2:29][CH2:28]2)=[O:31])[CH:5]=[C:4]([CH3:9])[CH:3]=1. (3) The product is: [CH3:34][O:3][C@:4]1([C:22]2[CH:31]=[CH:30][C:29]3[C:24](=[CH:25][C:26]([CH:32]=[CH2:33])=[CH:27][CH:28]=3)[CH:23]=2)[CH2:8][N:7]([C:9]([O:11][CH2:12][CH2:13][Si:14]([CH3:17])([CH3:16])[CH3:15])=[O:10])[C@H:6]([C:18]([O:20][CH3:21])=[O:19])[CH2:5]1. Given the reactants [H-].[Na+].[OH:3][C@:4]1([C:22]2[CH:31]=[CH:30][C:29]3[C:24](=[CH:25][C:26]([CH:32]=[CH2:33])=[CH:27][CH:28]=3)[CH:23]=2)[CH2:8][N:7]([C:9]([O:11][CH2:12][CH2:13][Si:14]([CH3:17])([CH3:16])[CH3:15])=[O:10])[C@H:6]([C:18]([O:20][CH3:21])=[O:19])[CH2:5]1.[CH3:34]I, predict the reaction product. (4) Given the reactants [C:1]([O:5][C:6](=[O:76])[CH2:7][O:8][CH2:9][CH2:10][O:11][CH2:12][CH2:13][O:14][CH2:15][CH2:16][O:17][CH2:18][CH2:19][O:20][CH2:21][CH2:22][O:23][C:24]1[CH:29]=[C:28]([O:30][CH2:31][CH2:32][O:33][CH2:34][CH2:35][O:36][CH2:37][CH2:38][O:39][CH2:40][CH2:41][O:42][CH2:43][CH2:44][O:45]CC2C=CC=CC=2)[CH:27]=[C:26]([O:53][CH2:54][CH2:55][O:56][CH2:57][CH2:58][O:59][CH2:60][CH2:61][O:62][CH2:63][CH2:64][O:65][CH2:66][CH2:67][O:68]CC2C=CC=CC=2)[CH:25]=1)([CH3:4])([CH3:3])[CH3:2].[H][H].C(OCC)(=O)C, predict the reaction product. The product is: [C:1]([O:5][C:6](=[O:76])[CH2:7][O:8][CH2:9][CH2:10][O:11][CH2:12][CH2:13][O:14][CH2:15][CH2:16][O:17][CH2:18][CH2:19][O:20][CH2:21][CH2:22][O:23][C:24]1[CH:25]=[C:26]([O:53][CH2:54][CH2:55][O:56][CH2:57][CH2:58][O:59][CH2:60][CH2:61][O:62][CH2:63][CH2:64][O:65][CH2:66][CH2:67][OH:68])[CH:27]=[C:28]([O:30][CH2:31][CH2:32][O:33][CH2:34][CH2:35][O:36][CH2:37][CH2:38][O:39][CH2:40][CH2:41][O:42][CH2:43][CH2:44][OH:45])[CH:29]=1)([CH3:2])([CH3:4])[CH3:3].